Dataset: Catalyst prediction with 721,799 reactions and 888 catalyst types from USPTO. Task: Predict which catalyst facilitates the given reaction. (1) Reactant: [CH2:1]([C:3]1[C:8]([CH2:9][S:10][C:11]2[N:16]=[C:15]([OH:17])[CH:14]=[C:13]([CH3:18])[N:12]=2)=[CH:7][CH:6]=[CH:5][N:4]=1)[CH3:2].[ClH:19].O1CCOCC1. Product: [ClH:19].[CH2:1]([C:3]1[C:8]([CH2:9][S:10][C:11]2[N:16]=[C:15]([OH:17])[CH:14]=[C:13]([CH3:18])[N:12]=2)=[CH:7][CH:6]=[CH:5][N:4]=1)[CH3:2]. The catalyst class is: 5. (2) Reactant: Cl.Cl.[NH2:3][C:4]1[CH:5]=[C:6]([CH2:14][CH2:15][O:16][C:17]2[CH:18]=[CH:19][C:20]3[N:24]=[C:23]([CH2:25][O:26][C:27]4[CH:40]=[CH:39][C:30]([CH2:31][CH:32]5[S:36][C:35](=[O:37])[NH:34][C:33]5=[O:38])=[CH:29][CH:28]=4)[N:22]([CH3:41])[C:21]=3[CH:42]=2)[CH:7]=[CH:8][C:9]=1[C:10]([CH3:13])([CH3:12])[CH3:11].[F:43][C:44]([F:55])([F:54])[C:45]1[CH:50]=[CH:49][C:48]([N:51]=[C:52]=[O:53])=[CH:47][CH:46]=1.C(N(CC)CC)C. Product: [C:10]([C:9]1[CH:8]=[CH:7][C:6]([CH2:14][CH2:15][O:16][C:17]2[CH:18]=[CH:19][C:20]3[N:24]=[C:23]([CH2:25][O:26][C:27]4[CH:40]=[CH:39][C:30]([CH2:31][CH:32]5[S:36][C:35](=[O:37])[NH:34][C:33]5=[O:38])=[CH:29][CH:28]=4)[N:22]([CH3:41])[C:21]=3[CH:42]=2)=[CH:5][C:4]=1[NH:3][C:52]([NH:51][C:48]1[CH:47]=[CH:46][C:45]([C:44]([F:43])([F:54])[F:55])=[CH:50][CH:49]=1)=[O:53])([CH3:13])([CH3:12])[CH3:11]. The catalyst class is: 9.